Task: Predict the reactants needed to synthesize the given product.. Dataset: Full USPTO retrosynthesis dataset with 1.9M reactions from patents (1976-2016) (1) Given the product [N+:1]([C:4]1[CH:5]=[CH:6][C:7]2[N:8]([CH:12]=[C:13]([C:14]([O:16][CH2:17][CH3:18])=[O:15])[N:10]=2)[CH:9]=1)([O-:3])=[O:2], predict the reactants needed to synthesize it. The reactants are: [N+:1]([C:4]1[CH:5]=[CH:6][C:7]([NH2:10])=[N:8][CH:9]=1)([O-:3])=[O:2].Br[CH2:12][C:13](=O)[C:14]([O:16][CH2:17][CH3:18])=[O:15]. (2) The reactants are: Cl[C:2]1[CH:7]=[N:6][CH:5]=[C:4]([Cl:8])[N:3]=1.[OH:9][C:10]1[CH:15]=[CH:14][CH:13]=[CH:12][C:11]=1B(O)O.C(=O)([O-])[O-].[Na+].[Na+]. Given the product [Cl:8][C:4]1[N:3]=[C:2]([C:11]2[CH:12]=[CH:13][CH:14]=[CH:15][C:10]=2[OH:9])[CH:7]=[N:6][CH:5]=1, predict the reactants needed to synthesize it. (3) Given the product [NH2:4][CH2:3][C:2]([OH:10])=[O:1].[OH:1][CH:2]1[O:10][C@H:9]([CH2:11][OH:12])[C@@H:7]([OH:8])[C@H:5]([OH:6])[C@H:3]1[NH2:4], predict the reactants needed to synthesize it. The reactants are: [OH:1][CH:2]1[O:10][C@H:9]([CH2:11][OH:12])[C@@H:7]([OH:8])[C@H:5]([OH:6])[C@H:3]1[NH2:4]. (4) Given the product [CH2:1]([C:3]1[CH:4]=[C:5]([NH:12][C:13]([N:36]2[CH2:37][CH2:38][N:33]([C:31]3[CH:30]=[C:29]([N:39]4[CH2:43][CH2:42][CH2:41][CH2:40]4)[N:28]=[C:27]([N:22]4[CH2:26][CH2:25][CH2:24][CH2:23]4)[N:32]=3)[CH2:34][CH2:35]2)=[O:15])[C:6]([O:10][CH3:11])=[N:7][C:8]=1[CH3:9])[CH3:2], predict the reactants needed to synthesize it. The reactants are: [CH2:1]([C:3]1[CH:4]=[C:5]([N:12](C2C=CC=CC=2)[C:13](=[O:15])[O-])[C:6]([O:10][CH3:11])=[N:7][C:8]=1[CH3:9])[CH3:2].[N:22]1([C:27]2[N:32]=[C:31]([N:33]3[CH2:38][CH2:37][NH:36][CH2:35][CH2:34]3)[CH:30]=[C:29]([N:39]3[CH2:43][CH2:42][CH2:41][CH2:40]3)[N:28]=2)[CH2:26][CH2:25][CH2:24][CH2:23]1.C1CCN2C(=NCCC2)CC1.C(OCC)(=O)C. (5) Given the product [CH2:15]([O:14][C:12](/[C:11](=[CH:7]/[C:5]1[O:6][C:2]([CH3:1])=[CH:3][CH:4]=1)/[CH2:10][C:9]([OH:18])=[O:17])=[O:13])[CH3:16], predict the reactants needed to synthesize it. The reactants are: [CH3:1][C:2]1[O:6][C:5]([CH:7]=O)=[CH:4][CH:3]=1.[C:9]([O:18]CC)(=[O:17])[CH2:10][CH2:11][C:12]([O:14][CH2:15][CH3:16])=[O:13].[O-]CC.[Na+].